Dataset: Forward reaction prediction with 1.9M reactions from USPTO patents (1976-2016). Task: Predict the product of the given reaction. (1) Given the reactants [F:1][C:2]1[CH:12]=[CH:11][C:5]2[NH:6][C:7](=[O:10])[CH2:8][O:9][C:4]=2[C:3]=1[F:13].C([O-])([O-])=O.[Cs+].[Cs+].[Cl:20][CH2:21][CH2:22][CH2:23]I, predict the reaction product. The product is: [Cl:20][CH2:21][CH2:22][CH2:23][N:6]1[C:5]2[CH:11]=[CH:12][C:2]([F:1])=[C:3]([F:13])[C:4]=2[O:9][CH2:8][C:7]1=[O:10]. (2) Given the reactants [CH:1]([C@@H:14]1[CH2:20][C@@H:19]2[C@@H:17]([O:18]2)[CH2:16][O:15]1)([C:8]1[CH:13]=[CH:12][CH:11]=[CH:10][CH:9]=1)[C:2]1[CH:7]=[CH:6][CH:5]=[CH:4][CH:3]=1.[CH3:21][O:22][C:23]1[CH:30]=[CH:29][C:26]([CH2:27][NH2:28])=[CH:25][CH:24]=1, predict the reaction product. The product is: [CH:1]([C@@H:14]1[CH2:20][C@@H:19]([OH:18])[C@H:17]([NH:28][CH2:27][C:26]2[CH:29]=[CH:30][C:23]([O:22][CH3:21])=[CH:24][CH:25]=2)[CH2:16][O:15]1)([C:8]1[CH:13]=[CH:12][CH:11]=[CH:10][CH:9]=1)[C:2]1[CH:3]=[CH:4][CH:5]=[CH:6][CH:7]=1.